This data is from Forward reaction prediction with 1.9M reactions from USPTO patents (1976-2016). The task is: Predict the product of the given reaction. (1) The product is: [NH:29]1[C:30]2[C:26](=[CH:25][C:24]([NH:23][C:20]3[C:21]4[S:22][C:14]([C:6]5[CH:7]=[CH:8][CH:9]=[C:4]([N+:1]([O-:3])=[O:2])[CH:5]=5)=[CH:15][C:16]=4[N:17]=[CH:18][N:19]=3)=[CH:32][CH:31]=2)[CH:27]=[CH:28]1. Given the reactants [N+:1]([C:4]1[CH:5]=[C:6](B(O)O)[CH:7]=[CH:8][CH:9]=1)([O-:3])=[O:2].Br[C:14]1[S:22][C:21]2[C:20]([NH:23][C:24]3[CH:25]=[C:26]4[C:30](=[CH:31][CH:32]=3)[NH:29][CH:28]=[CH:27]4)=[N:19][CH:18]=[N:17][C:16]=2[CH:15]=1, predict the reaction product. (2) Given the reactants [OH-:1].[Na+:2].[CH3:3][C:4]1[CH:5]=[N:6][C:7]([CH2:13][S+:14]([O-:26])[C:15]2[NH:16][C:17]3[CH:18]=[CH:19][C:20]([O:24][CH3:25])=[CH:21][C:22]=3[N:23]=2)=[C:8]([CH3:12])[C:9]=1[O:10][CH3:11].C(Cl)Cl, predict the reaction product. The product is: [CH3:3][C:4]1[C:9]([O:10][CH3:11])=[C:8]([CH3:12])[C:7]([CH2:13][S:14]([C:15]2[N-:16][C:17]3[CH:18]=[CH:19][C:20]([O:24][CH3:25])=[CH:21][C:22]=3[N:23]=2)=[O:26])=[N:6][CH:5]=1.[OH2:1].[Na+:2]. (3) Given the reactants [Cl:1][C:2]1[CH:3]=[C:4]([NH:11][C:12]2[CH:17]=[CH:16][CH:15]=[C:14]([N:18]3[CH2:22][CH2:21][CH2:20][C@@H:19]3[CH3:23])[N:13]=2)[C:5]2[N:6]([CH:8]=[CH:9][N:10]=2)[N:7]=1.[Cl:24][C:25]1[CH:26]=[C:27](B(O)O)[CH:28]=[CH:29][CH:30]=1.CC(C1C=C(C(C)C)C(C2C=CC=CC=2P(C2CCCCC2)C2CCCCC2)=C(C(C)C)C=1)C.C([O-])([O-])=O.[K+].[K+].Cl, predict the reaction product. The product is: [ClH:1].[Cl:24][C:25]1[CH:30]=[C:29]([C:2]2[CH:3]=[C:4]([NH:11][C:12]3[CH:17]=[CH:16][CH:15]=[C:14]([N:18]4[CH2:22][CH2:21][CH2:20][C@@H:19]4[CH3:23])[N:13]=3)[C:5]3[N:6]([CH:8]=[CH:9][N:10]=3)[N:7]=2)[CH:28]=[CH:27][CH:26]=1.